From a dataset of Reaction yield outcomes from USPTO patents with 853,638 reactions. Predict the reaction yield, written as a fraction of the theoretical maximum amount of product (1.0 means a 100% yield; for example, 0.34 means a 34% yield). The reactants are [F:1][C:2]1[CH:7]=[CH:6][CH:5]=[CH:4][C:3]=1[C:8]1[NH:12][CH:11]=[C:10]([CH:13]=[O:14])[CH:9]=1.[H-].[Na+].C1OCCOCCOCCOCCOC1.[Cl:32][C:33]1[N:38]=[CH:37][C:36]([S:39](Cl)(=[O:41])=[O:40])=[CH:35][CH:34]=1. The catalyst is O1CCCC1.O. The product is [Cl:32][C:33]1[N:38]=[CH:37][C:36]([S:39]([N:12]2[C:8]([C:3]3[CH:4]=[CH:5][CH:6]=[CH:7][C:2]=3[F:1])=[CH:9][C:10]([CH:13]=[O:14])=[CH:11]2)(=[O:41])=[O:40])=[CH:35][CH:34]=1. The yield is 0.660.